Task: Regression. Given two drug SMILES strings and cell line genomic features, predict the synergy score measuring deviation from expected non-interaction effect.. Dataset: NCI-60 drug combinations with 297,098 pairs across 59 cell lines (1) Drug 1: COC1=NC(=NC2=C1N=CN2C3C(C(C(O3)CO)O)O)N. Drug 2: CCN(CC)CCCC(C)NC1=C2C=C(C=CC2=NC3=C1C=CC(=C3)Cl)OC. Cell line: SK-MEL-28. Synergy scores: CSS=3.11, Synergy_ZIP=-2.53, Synergy_Bliss=-3.99, Synergy_Loewe=-8.43, Synergy_HSA=-4.09. (2) Drug 1: C1C(C(OC1N2C=C(C(=O)NC2=O)F)CO)O. Drug 2: CC1=C(C=C(C=C1)C(=O)NC2=CC(=CC(=C2)C(F)(F)F)N3C=C(N=C3)C)NC4=NC=CC(=N4)C5=CN=CC=C5. Cell line: NCI-H322M. Synergy scores: CSS=-18.5, Synergy_ZIP=9.19, Synergy_Bliss=3.49, Synergy_Loewe=-18.5, Synergy_HSA=-13.8. (3) Drug 1: C1CC(=O)NC(=O)C1N2C(=O)C3=CC=CC=C3C2=O. Drug 2: CC(C)CN1C=NC2=C1C3=CC=CC=C3N=C2N. Cell line: SK-MEL-28. Synergy scores: CSS=-2.20, Synergy_ZIP=2.37, Synergy_Bliss=2.90, Synergy_Loewe=-2.40, Synergy_HSA=-1.23.